The task is: Predict the reactants needed to synthesize the given product.. This data is from Full USPTO retrosynthesis dataset with 1.9M reactions from patents (1976-2016). Given the product [Cl:1][C:2]1[CH:3]=[C:4]([CH:32]=[CH:33][C:34]=1[F:35])[CH2:5][N:6]1[CH2:15][CH2:14][C:13]2[C:8](=[C:9]([OH:30])[C:10](=[O:29])[N:11]3[CH2:21][CH2:20][CH2:19][CH2:18][N:17]([CH2:22][CH2:23][OH:24])[C:16](=[O:28])[C:12]3=2)[C:7]1=[O:31], predict the reactants needed to synthesize it. The reactants are: [Cl:1][C:2]1[CH:3]=[C:4]([CH:32]=[CH:33][C:34]=1[F:35])[CH2:5][N:6]1[CH2:15][CH2:14][C:13]2[C:8](=[C:9]([OH:30])[C:10](=[O:29])[N:11]3[CH2:21][CH2:20][CH2:19][CH2:18][N:17]([CH2:22][CH2:23][O:24]C(=O)C)[C:16](=[O:28])[C:12]3=2)[C:7]1=[O:31].[OH-].[Li+].